This data is from Full USPTO retrosynthesis dataset with 1.9M reactions from patents (1976-2016). The task is: Predict the reactants needed to synthesize the given product. (1) Given the product [CH3:1][O:2][C:3](=[O:23])[C:4]1[C:9]([NH:10][C:11]2[CH:16]=[CH:15][C:14]([Br:17])=[CH:13][C:12]=2[Cl:18])=[C:8]([Cl:19])[C:7]([NH2:20])=[N:6][CH:5]=1, predict the reactants needed to synthesize it. The reactants are: [CH3:1][O:2][C:3](=[O:23])[C:4]1[C:9]([NH:10][C:11]2[CH:16]=[CH:15][C:14]([Br:17])=[CH:13][C:12]=2[Cl:18])=[C:8]([Cl:19])[C:7]([N:20]=[N+]=[N-])=[N:6][CH:5]=1.ClCCl.C(O)(=O)C. (2) Given the product [Cl:22][C:17]1[CH:16]=[C:15]([N:13]2[CH:14]=[C:10]([N:3]3[CH:7]=[CH:6][N:5]=[CH:4]3)[C:11]([CH3:23])=[N:12]2)[CH:20]=[CH:19][C:18]=1[Cl:21], predict the reactants needed to synthesize it. The reactants are: [H-].[Na+].[NH:3]1[CH:7]=[CH:6][N:5]=[CH:4]1.ClC[C:10]1[CH:11]=[N:12][N:13]([C:15]2[CH:20]=[CH:19][C:18]([Cl:21])=[C:17]([Cl:22])[CH:16]=2)[CH:14]=1.[CH3:23]N(C=O)C. (3) Given the product [CH:1]1([C@H:6]([N:10]2[CH:14]=[C:13]([C:15]3[C:16]4[C:25]([I:26])=[CH:24][NH:23][C:17]=4[N:18]=[C:19]([O:21][CH3:22])[N:20]=3)[CH:12]=[N:11]2)[CH2:7][C:8]#[N:9])[CH2:5][CH2:4][CH2:3][CH2:2]1, predict the reactants needed to synthesize it. The reactants are: [CH:1]1([CH:6]([N:10]2[CH:14]=[C:13]([C:15]3[C:16]4[CH:25]=[CH:24][NH:23][C:17]=4[N:18]=[C:19]([O:21][CH3:22])[N:20]=3)[CH:12]=[N:11]2)[CH2:7][C:8]#[N:9])[CH2:5][CH2:4][CH2:3][CH2:2]1.[I:26]N1C(=O)CCC1=O. (4) Given the product [O:23]1[CH:24]=[CH:25][CH:26]=[C:22]1[C:20]1[CH:19]=[CH:18][C:13]([C:14]([OH:16])=[O:15])=[C:12]([NH:11][C:9](=[O:10])[C:8]2[CH:27]=[C:28]([O:31][CH3:32])[CH:29]=[CH:30][C:7]=2[OH:6])[CH:21]=1, predict the reactants needed to synthesize it. The reactants are: [OH-].[Na+].C([O:6][C:7]1[CH:30]=[CH:29][C:28]([O:31][CH3:32])=[CH:27][C:8]=1[C:9]([NH:11][C:12]1[CH:21]=[C:20]([C:22]2[O:23][CH:24]=[CH:25][CH:26]=2)[CH:19]=[CH:18][C:13]=1[C:14]([O:16]C)=[O:15])=[O:10])(=O)C.C(O)(=O)CC(CC(O)=O)(C(O)=O)O.